Regression. Given a peptide amino acid sequence and an MHC pseudo amino acid sequence, predict their binding affinity value. This is MHC class I binding data. From a dataset of Peptide-MHC class I binding affinity with 185,985 pairs from IEDB/IMGT. The peptide sequence is TSTLQEQIGWF. The MHC is Patr-B0101 with pseudo-sequence Patr-B0101. The binding affinity (normalized) is 0.